From a dataset of Full USPTO retrosynthesis dataset with 1.9M reactions from patents (1976-2016). Predict the reactants needed to synthesize the given product. (1) Given the product [OH:1][C@H:2]([CH2:16][C:17]1[CH:22]=[CH:21][CH:20]=[CH:19][CH:18]=1)[CH2:3][NH:4][CH2:5][C:6]1[CH:15]=[CH:14][C:9]([C:10]([O:12][CH3:13])=[O:11])=[CH:8][CH:7]=1, predict the reactants needed to synthesize it. The reactants are: [OH:1][C@@H:2]([CH2:16][C:17]1[CH:22]=[CH:21][CH:20]=[CH:19][CH:18]=1)[CH2:3][NH:4][CH2:5][C:6]1[CH:15]=[CH:14][C:9]([C:10]([O:12][CH3:13])=[O:11])=[CH:8][CH:7]=1.C([C@@H]1CO1)C1C=CC=CC=1.Cl.NCC1C=CC(C(OC)=O)=CC=1. (2) Given the product [Cl:1][C:2]1[CH:11]=[CH:10][C:9]2[N:8]([CH2:12][CH2:13][CH2:14][CH2:15][NH:16][C:17]([N:19]3[CH2:27][C:26]4[CH:25]=[CH:24][N:23]=[CH:22][C:21]=4[CH2:20]3)=[O:18])[C:7](=[O:28])[C:6]3[CH2:29][CH:30]([CH2:31][CH2:32][OH:33])[C:5]=3[C:4]=2[CH:3]=1, predict the reactants needed to synthesize it. The reactants are: [Cl:1][C:2]1[CH:11]=[CH:10][C:9]2[N:8]([CH2:12][CH2:13][CH2:14][CH2:15][NH:16][C:17]([N:19]3[CH2:27][C:26]4[CH:25]=[CH:24][N:23]=[CH:22][C:21]=4[CH2:20]3)=[O:18])[C:7](=[O:28])[CH:6]3[CH2:29][CH:30]4[CH2:31][CH2:32][O:33][C:5]34[C:4]=2[CH:3]=1.[OH-].[Na+].Cl.